Predict which catalyst facilitates the given reaction. From a dataset of Catalyst prediction with 721,799 reactions and 888 catalyst types from USPTO. (1) Reactant: Cl.[CH2:2]([O:4][C:5](=[O:8])[CH2:6][NH2:7])[CH3:3].C1(C)C(S(O)(=O)=O)=CC=CC=1.[CH:20](OCC)=[O:21]. Product: [CH2:2]([O:4][C:5](=[O:8])[CH2:6][NH:7][CH:20]=[O:21])[CH3:3]. The catalyst class is: 66. (2) Reactant: N12CCCN=C1CCCCC2.Cl.[NH2:13][CH2:14][C:15]1[CH:23]=[CH:22][CH:21]=[C:20]2[C:16]=1[C:17](=[O:33])[N:18]([CH:25]1[CH2:30][CH2:29][C:28](=[O:31])[NH:27][C:26]1=[O:32])[C:19]2=[O:24].[C:34](Cl)(=[O:38])[CH:35]([CH3:37])[CH3:36]. Product: [O:32]=[C:26]1[CH:25]([N:18]2[C:17](=[O:33])[C:16]3[C:20](=[CH:21][CH:22]=[CH:23][C:15]=3[CH2:14][NH:13][C:34](=[O:38])[CH:35]([CH3:37])[CH3:36])[C:19]2=[O:24])[CH2:30][CH2:29][C:28](=[O:31])[NH:27]1. The catalyst class is: 23.